Dataset: Forward reaction prediction with 1.9M reactions from USPTO patents (1976-2016). Task: Predict the product of the given reaction. (1) Given the reactants [NH2:1][C:2]1[N:7]=[CH:6][N:5]=[C:4]([NH:8][C@H:9]([C:11]2[N:16]([C:17]3[CH:22]=[CH:21][CH:20]=[CH:19][CH:18]=3)[C:15](=[O:23])[C:14]3=[C:24]([Br:27])[CH:25]=[CH:26][N:13]3[N:12]=2)[CH3:10])[C:3]=1I.[F:29][C:30]1[CH:31]=[C:32](B(O)O)[CH:33]=[CH:34][C:35]=1[OH:36].C(=O)([O-])[O-].[Na+].[Na+], predict the reaction product. The product is: [NH2:1][C:2]1[N:7]=[CH:6][N:5]=[C:4]([NH:8][C@H:9]([C:11]2[N:16]([C:17]3[CH:22]=[CH:21][CH:20]=[CH:19][CH:18]=3)[C:15](=[O:23])[C:14]3=[C:24]([Br:27])[CH:25]=[CH:26][N:13]3[N:12]=2)[CH3:10])[C:3]=1[C:32]1[CH:33]=[CH:34][C:35]([OH:36])=[C:30]([F:29])[CH:31]=1. (2) Given the reactants [Cl:1][C:2]1[C:7]([N+:8]([O-])=O)=[CH:6][C:5]([N+:11]([O-])=O)=[CH:4][N:3]=1, predict the reaction product. The product is: [ClH:1].[NH2:8][C:7]1[CH:2]=[N:3][CH:4]=[C:5]([NH2:11])[CH:6]=1. (3) Given the reactants [Cl:1][C:2]1[CH:7]=[CH:6][C:5]([N:8]2[CH:12]=[CH:11][CH:10]=[N:9]2)=[CH:4][CH:3]=1.[Br:13]Br.OS([O-])=O.[Na+].C(=O)(O)[O-].[Na+], predict the reaction product. The product is: [Br:13][C:11]1[CH:10]=[N:9][N:8]([C:5]2[CH:4]=[CH:3][C:2]([Cl:1])=[CH:7][CH:6]=2)[CH:12]=1. (4) Given the reactants C[C@@H]1O[C@@H](OC2C(=O)[C:24]3[C:23](O)=[CH:22]C(O)=C[C:25]=3[O:28]C=2[C:22]2[CH:23]=[CH:24][C:25]([OH:28])=CC=2)[C@H](O)[C@H](OC(C)=O)[C@H]1OC(C)=O.[CH3:38][C@@H:39]1O[C@@H](OC2C(=O)C3C(=CC(O)=CC=3O)OC=2C2C=CC(O)=CC=2)[C@H](OC(C)=O)[C@H:41]([O:70]C(C)=O)[C@H:40]1OC(C)=O.[CH2:78]([O:85][C@@H:86]1[C@H:98]([OH:99])[C@@H:97]([OH:100])[C@H:96]([CH3:101])[O:95][C@H:87]1SC1C=CC=CC=1)[C:79]1[CH:84]=[CH:83][CH:82]=[CH:81][CH:80]=1.C(OC(=O)CCC)(=O)CCC.[Br:113]Br, predict the reaction product. The product is: [C:41]([O:99][C@@H:98]1[C@@H:97]([O:100][C:25](=[O:28])[CH2:24][CH2:23][CH3:22])[C@H:96]([CH3:101])[O:95][C@@H:87]([Br:113])[C@@H:86]1[O:85][CH2:78][C:79]1[CH:80]=[CH:81][CH:82]=[CH:83][CH:84]=1)(=[O:70])[CH2:40][CH2:39][CH3:38]. (5) Given the reactants [F:1][C:2]1[CH:7]=[C:6]([F:8])[CH:5]=[CH:4][C:3]=1[N:9]1[N:17]=[C:16]([C:18]([NH:20][NH2:21])=[O:19])[C:15]2[CH:14]3[CH2:22][CH:11]([CH2:12][CH2:13]3)[C:10]1=2.C(N(CC)CC)C.[C:30](Cl)(=[O:35])[C:31]([CH3:34])([CH3:33])[CH3:32], predict the reaction product. The product is: [C:30]([NH:21][NH:20][C:18]([C:16]1[C:15]2[CH:14]3[CH2:22][CH:11]([CH2:12][CH2:13]3)[C:10]=2[N:9]([C:3]2[CH:4]=[CH:5][C:6]([F:8])=[CH:7][C:2]=2[F:1])[N:17]=1)=[O:19])(=[O:35])[C:31]([CH3:34])([CH3:33])[CH3:32]. (6) Given the reactants [CH2:1]([N:3]1[CH2:8][CH2:7][NH:6][C:5](=[O:9])[C:4]1=[O:10])[CH3:2].[H-].[Na+].Br[CH2:14][C:15]([O:17][CH2:18][CH3:19])=[O:16].ClCCl, predict the reaction product. The product is: [CH2:18]([O:17][C:15](=[O:16])[CH2:14][N:6]1[CH2:7][CH2:8][N:3]([CH2:1][CH3:2])[C:4](=[O:10])[C:5]1=[O:9])[CH3:19]. (7) Given the reactants [CH2:1]([O:8][C@H:9]1[C@H:14]([O:15][CH2:16][C:17]2[CH:22]=[CH:21][CH:20]=[CH:19][CH:18]=2)[C@H:13]([O:23][CH2:24][C:25]2[CH:30]=[CH:29][CH:28]=[CH:27][CH:26]=2)[O:12][CH2:11][C@@H:10]1[OH:31])[C:2]1[CH:7]=[CH:6][CH:5]=[CH:4][CH:3]=1.N1C=CC=CC=1.[F:38][C:39]([F:52])([F:51])[S:40](O[S:40]([C:39]([F:52])([F:51])[F:38])(=[O:42])=[O:41])(=[O:42])=[O:41].Cl.C([O-])([O-])=O.[K+].[K+], predict the reaction product. The product is: [F:38][C:39]([F:52])([F:51])[S:40]([O:31][C@@H:10]1[C@@H:9]([O:8][CH2:1][C:2]2[CH:7]=[CH:6][CH:5]=[CH:4][CH:3]=2)[C@H:14]([O:15][CH2:16][C:17]2[CH:22]=[CH:21][CH:20]=[CH:19][CH:18]=2)[C@H:13]([O:23][CH2:24][C:25]2[CH:26]=[CH:27][CH:28]=[CH:29][CH:30]=2)[O:12][CH2:11]1)(=[O:42])=[O:41].